From a dataset of Reaction yield outcomes from USPTO patents with 853,638 reactions. Predict the reaction yield, written as a fraction of the theoretical maximum amount of product (1.0 means a 100% yield; for example, 0.34 means a 34% yield). The reactants are [Cl:1][C:2]1[CH:3]=[C:4]([CH2:9][C:10]([OH:12])=O)[CH:5]=[CH:6][C:7]=1[Cl:8].C(Cl)(=O)C(Cl)=O.[NH2:19][C:20](=[N:26]O)[C:21]([O:23][CH2:24][CH3:25])=[O:22].C(N(CC)C(C)C)(C)C. The yield is 0.180. The product is [Cl:1][C:2]1[CH:3]=[C:4]([CH:5]=[CH:6][C:7]=1[Cl:8])[CH2:9][C:10]1[O:12][N:26]=[C:20]([C:21]([O:23][CH2:24][CH3:25])=[O:22])[N:19]=1. The catalyst is ClCCl.N1C=CC=CC=1.CN(C=O)C.